This data is from Full USPTO retrosynthesis dataset with 1.9M reactions from patents (1976-2016). The task is: Predict the reactants needed to synthesize the given product. Given the product [CH2:18]([C:7]1([C:13]2[S:14][CH:15]=[CH:16][CH:17]=2)[C:6]2[CH:20]=[C:2]([C:22]3[CH:23]=[CH:24][C:25]([F:30])=[C:26]([CH:29]=3)[C:27]#[N:28])[CH:3]=[CH:4][C:5]=2[NH:11][C:10](=[O:12])[CH2:9][O:8]1)[CH3:19], predict the reactants needed to synthesize it. The reactants are: Br[C:2]1[CH:3]=[CH:4][C:5]2[NH:11][C:10](=[O:12])[CH2:9][O:8][C:7]([CH2:18][CH3:19])([C:13]3[S:14][CH:15]=[CH:16][CH:17]=3)[C:6]=2[CH:20]=1.Br[C:22]1[CH:23]=[CH:24][C:25]([F:30])=[C:26]([CH:29]=1)[C:27]#[N:28].